Dataset: Catalyst prediction with 721,799 reactions and 888 catalyst types from USPTO. Task: Predict which catalyst facilitates the given reaction. Reactant: [Br:1][C:2]1[CH:7]=[CH:6][C:5]([OH:8])=[C:4]([CH:9]2[CH2:14][CH2:13][CH2:12][CH2:11][CH2:10]2)[CH:3]=1.C(N(CC)CC)C.[C:22]([Si:26](Cl)([CH3:28])[CH3:27])([CH3:25])([CH3:24])[CH3:23]. Product: [Br:1][C:2]1[CH:7]=[CH:6][C:5]([O:8][Si:26]([C:22]([CH3:25])([CH3:24])[CH3:23])([CH3:28])[CH3:27])=[C:4]([CH:9]2[CH2:14][CH2:13][CH2:12][CH2:11][CH2:10]2)[CH:3]=1. The catalyst class is: 4.